The task is: Predict the reactants needed to synthesize the given product.. This data is from Full USPTO retrosynthesis dataset with 1.9M reactions from patents (1976-2016). (1) Given the product [F:2][C:3]1[CH:8]=[CH:7][CH:6]=[C:5]([F:9])[C:4]=1[C@H:10]([NH:13][C:19](=[O:20])[O:18][C:15]([CH3:17])([CH3:16])[CH3:14])[CH:11]=[CH2:12], predict the reactants needed to synthesize it. The reactants are: Cl.[F:2][C:3]1[CH:8]=[CH:7][CH:6]=[C:5]([F:9])[C:4]=1[C@H:10]([NH2:13])[CH:11]=[CH2:12].[CH3:14][C:15]([O:18][C:19](O[C:19]([O:18][C:15]([CH3:17])([CH3:16])[CH3:14])=[O:20])=[O:20])([CH3:17])[CH3:16]. (2) Given the product [CH3:9][O:8][C:5]1[C:4]([NH:10][S:11]([C:14]2[CH:19]=[CH:18][CH:17]=[CH:16][CH:15]=2)(=[O:13])=[O:12])=[CH:3][C:2]([B:23]2[O:24][C:25]([CH3:27])([CH3:26])[C:21]([CH3:37])([CH3:20])[O:22]2)=[CH:7][N:6]=1, predict the reactants needed to synthesize it. The reactants are: Br[C:2]1[CH:3]=[C:4]([NH:10][S:11]([C:14]2[CH:19]=[CH:18][CH:17]=[CH:16][CH:15]=2)(=[O:13])=[O:12])[C:5]([O:8][CH3:9])=[N:6][CH:7]=1.[CH3:20][C:21]1([CH3:37])[C:25]([CH3:27])([CH3:26])[O:24][B:23]([B:23]2[O:24][C:25]([CH3:27])([CH3:26])[C:21]([CH3:37])([CH3:20])[O:22]2)[O:22]1.C([O-])(=O)C.[K+].C1(P(C2CCCCC2)C2CCCCC2)CCCCC1.